Dataset: Reaction yield outcomes from USPTO patents with 853,638 reactions. Task: Predict the reaction yield, written as a fraction of the theoretical maximum amount of product (1.0 means a 100% yield; for example, 0.34 means a 34% yield). (1) The reactants are C[O:2][C:3](=[O:42])[CH:4]([O:12][C:13]1[CH:22]=[CH:21][C:20]2[C:15](=[CH:16][CH:17]=[C:18]([CH2:23][NH:24][C:25]([C:27]3[O:28][C:29]([O:32][C:33]4[CH:38]=[C:37]([Cl:39])[CH:36]=[C:35]([Cl:40])[CH:34]=4)=[CH:30][CH:31]=3)=[O:26])[CH:19]=2)[C:14]=1[Br:41])[CH2:5][C:6]1[CH:11]=[CH:10][CH:9]=[CH:8][CH:7]=1.[OH-].[Na+].O. The catalyst is CO. The product is [Br:41][C:14]1[C:15]2[C:20](=[CH:19][C:18]([CH2:23][NH:24][C:25]([C:27]3[O:28][C:29]([O:32][C:33]4[CH:38]=[C:37]([Cl:39])[CH:36]=[C:35]([Cl:40])[CH:34]=4)=[CH:30][CH:31]=3)=[O:26])=[CH:17][CH:16]=2)[CH:21]=[CH:22][C:13]=1[O:12][CH:4]([CH2:5][C:6]1[CH:7]=[CH:8][CH:9]=[CH:10][CH:11]=1)[C:3]([OH:42])=[O:2]. The yield is 0.270. (2) The reactants are C[O:2][C:3](=O)[CH2:4][C:5]1([CH3:11])[CH2:10][CH2:9][CH2:8][CH2:7][CH2:6]1.[H-].[H-].[H-].[H-].[Li+].[Al+3]. The yield is 0.800. The product is [CH3:11][C:5]1([CH2:4][CH2:3][OH:2])[CH2:10][CH2:9][CH2:8][CH2:7][CH2:6]1. The catalyst is O1CCCC1. (3) The reactants are [Br:1][C:2]1[CH:3]=[C:4]([C:8](=O)[CH:9]=[CH:10][N:11](C)C)[S:5][C:6]=1[Br:7].O.[NH2:16]N. The catalyst is C(O)C. The product is [Br:1][C:2]1[CH:3]=[C:4]([C:8]2[CH:9]=[CH:10][NH:11][N:16]=2)[S:5][C:6]=1[Br:7]. The yield is 1.00. (4) The reactants are Br[C:2]1[CH:7]=[CH:6][CH:5]=[CH:4][C:3]=1[NH:8][CH2:9][CH2:10][NH:11][CH2:12][C:13]1[CH:14]=[C:15]([C:19]([N:21]2[CH2:26][CH2:25][CH2:24][CH2:23][CH2:22]2)=[O:20])[CH:16]=[CH:17][CH:18]=1.[CH3:27][O:28][C:29]1[CH:34]=[CH:33][CH:32]=[CH:31][C:30]=1B(O)O. The catalyst is C([O-])([O-])=O.[Na+].[Na+].CCO.C1(C)C=CC=CC=1.C1C=CC([P]([Pd]([P](C2C=CC=CC=2)(C2C=CC=CC=2)C2C=CC=CC=2)([P](C2C=CC=CC=2)(C2C=CC=CC=2)C2C=CC=CC=2)[P](C2C=CC=CC=2)(C2C=CC=CC=2)C2C=CC=CC=2)(C2C=CC=CC=2)C2C=CC=CC=2)=CC=1. The product is [CH3:27][O:28][C:29]1[CH:34]=[CH:33][CH:32]=[CH:31][C:30]=1[C:2]1[CH:7]=[CH:6][CH:5]=[CH:4][C:3]=1[NH:8][CH2:9][CH2:10][NH:11][CH2:12][C:13]1[CH:14]=[C:15]([C:19]([N:21]2[CH2:26][CH2:25][CH2:24][CH2:23][CH2:22]2)=[O:20])[CH:16]=[CH:17][CH:18]=1. The yield is 0.280. (5) The product is [CH2:25]([O:24][C:22]([N:16]1[CH2:17][CH2:18][N:19]([C:2]2[N:7]=[CH:6][N:5]=[C:4]3[NH:8][N:9]=[CH:10][C:3]=23)[CH2:20][CH2:21]1)=[O:23])[CH3:26]. The reactants are O[C:2]1[N:7]=[CH:6][N:5]=[C:4]2[NH:8][N:9]=[CH:10][C:3]=12.P(Cl)(Cl)(Cl)=O.[N:16]1([C:22]([O:24][CH2:25][CH3:26])=[O:23])[CH2:21][CH2:20][NH:19][CH2:18][CH2:17]1.C(N(C(C)C)CC)(C)C. The catalyst is CN(C)C1C=CC=CC=1.CN(C)C=O.O. The yield is 0.820. (6) The reactants are CS(O[CH2:6][CH2:7][C@@H:8]([NH:19][C:20]([O:22][C:23]([CH3:26])([CH3:25])[CH3:24])=[O:21])[C:9]1[CH:14]=[CH:13][C:12]([O:15][CH:16]([F:18])[F:17])=[CH:11][CH:10]=1)(=O)=O.[C-:27]#[N:28].[Na+].[Na+].[I-]. The catalyst is CS(C)=O.O. The product is [C:27]([CH2:6][CH2:7][C@@H:8]([NH:19][C:20](=[O:21])[O:22][C:23]([CH3:26])([CH3:25])[CH3:24])[C:9]1[CH:14]=[CH:13][C:12]([O:15][CH:16]([F:18])[F:17])=[CH:11][CH:10]=1)#[N:28]. The yield is 0.470. (7) The catalyst is O. The product is [Cl:18][C:15]1[CH:14]=[CH:13][C:12]([CH2:11][NH2:10])=[CH:17][N:16]=1. The reactants are Cl.C1(C)C=CC=CC=1.C=[N:10][CH2:11][C:12]1[CH:13]=[CH:14][C:15]([Cl:18])=[N:16][CH:17]=1. The yield is 0.900. (8) The reactants are Br[C:2]1[C:7]([CH3:8])=[CH:6][CH:5]=[CH:4][N:3]=1.C([O-])([O-])=O.[K+].[K+].N#N.[C:17]([O:21][C:22]([C:24]1[CH:25]=[C:26](B(O)O)[CH:27]=[CH:28][CH:29]=1)=[O:23])([CH3:20])([CH3:19])[CH3:18].C(Cl)Cl.CS(O)(=O)=O.[OH-].[Na+]. The catalyst is C1(C)C=CC=CC=1.C1C=CC(P(C2C=CC=CC=2)[C-]2C=CC=C2)=CC=1.C1C=CC(P(C2C=CC=CC=2)[C-]2C=CC=C2)=CC=1.Cl[Pd]Cl.[Fe+2].O. The product is [C:17]([O:21][C:22](=[O:23])[C:24]1[CH:25]=[CH:26][CH:27]=[C:28]([C:2]2[C:7]([CH3:8])=[CH:6][CH:5]=[CH:4][N:3]=2)[CH:29]=1)([CH3:20])([CH3:18])[CH3:19]. The yield is 0.820. (9) The reactants are [N+:1]([C:4]1[CH:5]=[C:6](B(O)O)[CH:7]=[CH:8][CH:9]=1)([O-:3])=[O:2].I[C:14]1[CH:15]=[C:16]([NH:21][C:22](=[O:33])[C:23]2[CH:28]=[CH:27][CH:26]=[C:25]([C:29]([F:32])([F:31])[F:30])[CH:24]=2)[CH:17]=[N:18][C:19]=1[CH3:20].C(=O)([O-])[O-].[K+].[K+]. The catalyst is C1(C)C=CC=CC=1.C(O)C.O.C1C=CC(P(C2C=CC=CC=2)C2C=CC=CC=2)=CC=1.C1C=CC(P(C2C=CC=CC=2)C2C=CC=CC=2)=CC=1.C1C=CC(P(C2C=CC=CC=2)C2C=CC=CC=2)=CC=1.C1C=CC(P(C2C=CC=CC=2)C2C=CC=CC=2)=CC=1.[Pd]. The product is [CH3:20][C:19]1[N:18]=[CH:17][C:16]([NH:21][C:22](=[O:33])[C:23]2[CH:28]=[CH:27][CH:26]=[C:25]([C:29]([F:32])([F:30])[F:31])[CH:24]=2)=[CH:15][C:14]=1[C:6]1[CH:7]=[CH:8][CH:9]=[C:4]([N+:1]([O-:3])=[O:2])[CH:5]=1. The yield is 0.750. (10) The reactants are CC1(C)[O:7][CH2:6][C:5]([NH:33]C(=O)OC(C)(C)C)([CH2:8][N:9]2[C:18]3[C:13](=[C:14]([C:19]4[N:23]=[C:22]([C:24]5[CH:29]=[CH:28][C:27]([CH2:30][CH2:31][CH3:32])=[CH:26][CH:25]=5)[O:21][N:20]=4)[CH:15]=[CH:16][CH:17]=3)[CH2:12][CH2:11][CH2:10]2)[CH2:4][O:3]1.CC1(C)OCC(NC(=O)OC(C)(C)C)(CN2C3C(=C(C4N=C(C5C=NC(CCC)=CC=5)ON=4)C=CC=3)CC2)CO1. No catalyst specified. The product is [NH2:33][C:5]([CH2:8][N:9]1[C:18]2[C:13](=[C:14]([C:19]3[N:23]=[C:22]([C:24]4[CH:25]=[CH:26][C:27]([CH2:30][CH2:31][CH3:32])=[CH:28][CH:29]=4)[O:21][N:20]=3)[CH:15]=[CH:16][CH:17]=2)[CH2:12][CH2:11][CH2:10]1)([CH2:6][OH:7])[CH2:4][OH:3]. The yield is 0.450.